The task is: Predict the reactants needed to synthesize the given product.. This data is from Full USPTO retrosynthesis dataset with 1.9M reactions from patents (1976-2016). (1) The reactants are: [CH2:1]([O:3][C:4]1[CH:5]=[C:6]([NH:10][C:11]([C:13]2[CH:18]=[CH:17][C:16]([F:19])=[CH:15][CH:14]=2)=[NH:12])[CH:7]=[CH:8][CH:9]=1)[CH3:2].C(=O)(O)[O-].[Na+].Br[CH2:26][C:27](=O)[C:28]([O:30][CH2:31][CH3:32])=[O:29]. Given the product [CH2:1]([O:3][C:4]1[CH:5]=[C:6]([N:10]2[CH:26]=[C:27]([C:28]([O:30][CH2:31][CH3:32])=[O:29])[N:12]=[C:11]2[C:13]2[CH:14]=[CH:15][C:16]([F:19])=[CH:17][CH:18]=2)[CH:7]=[CH:8][CH:9]=1)[CH3:2], predict the reactants needed to synthesize it. (2) Given the product [F:1][C:2]1[C:7]([F:8])=[CH:6][N:5]=[C:4]2[NH:9][CH:10]=[C:11]([N+:12]([O-:14])=[O:13])[C:3]=12, predict the reactants needed to synthesize it. The reactants are: [F:1][C:2]1[C:7]([F:8])=[CH:6][N:5]=[C:4]2[NH:9][CH:10]=[CH:11][C:3]=12.[N+:12]([O-])([OH:14])=[O:13].